Dataset: Reaction yield outcomes from USPTO patents with 853,638 reactions. Task: Predict the reaction yield, written as a fraction of the theoretical maximum amount of product (1.0 means a 100% yield; for example, 0.34 means a 34% yield). (1) The reactants are [C:1]([C:3]1[CH:21]=[CH:20][CH:19]=[C:18]([CH3:22])[C:4]=1[CH2:5][NH:6][C:7]1[C:8]2[N:9]([C:13]([CH3:17])=[C:14]([CH3:16])[N:15]=2)[CH:10]=[CH:11][CH:12]=1)#[N:2].[H][H]. The catalyst is N.[Ni]. The product is [NH2:2][CH2:1][C:3]1[CH:21]=[CH:20][CH:19]=[C:18]([CH3:22])[C:4]=1[CH2:5][NH:6][C:7]1[C:8]2[N:9]([C:13]([CH3:17])=[C:14]([CH3:16])[N:15]=2)[CH:10]=[CH:11][CH:12]=1. The yield is 0.120. (2) The product is [C:22]([O:26][C:27]([N:29]1[CH2:30][CH2:31][CH:32]([O:35][NH:36][C:19]([C:11]2[CH:12]=[C:13]3[CH:18]=[CH:17][N:16]=[CH:15][N:14]3[C:10]=2[NH:9][C:3]2[CH:4]=[CH:5][C:6]([I:8])=[CH:7][C:2]=2[F:1])=[O:21])[CH2:33][CH2:34]1)=[O:28])([CH3:25])([CH3:23])[CH3:24]. The yield is 0.650. The catalyst is CN(C=O)C. The reactants are [F:1][C:2]1[CH:7]=[C:6]([I:8])[CH:5]=[CH:4][C:3]=1[NH:9][C:10]1[N:14]2[CH:15]=[N:16][CH:17]=[CH:18][C:13]2=[CH:12][C:11]=1[C:19]([OH:21])=O.[C:22]([O:26][C:27]([N:29]1[CH2:34][CH2:33][CH:32]([O:35][NH2:36])[CH2:31][CH2:30]1)=[O:28])([CH3:25])([CH3:24])[CH3:23].C1C=CC2N(O)N=NC=2C=1.CCN=C=NCCCN(C)C.Cl.CCN(C(C)C)C(C)C. (3) The reactants are [Cl:1][C:2]1[C:3]([N:36]=C(C2C=CC=CC=2)C2C=CC=CC=2)=[N:4][CH:5]=[CH:6][C:7]=1[O:8][C:9]1[CH:14]=[CH:13][C:12]([NH:15][C:16]([C:18]2[C:19](=[O:34])[N:20]([C:27]3[CH:32]=[CH:31][C:30]([F:33])=[CH:29][CH:28]=3)[CH:21]=[CH:22][C:23]=2[O:24][CH2:25][CH3:26])=[O:17])=[CH:11][C:10]=1[F:35].CO.Cl.[OH-].[Na+]. The yield is 0.880. The product is [NH2:36][C:3]1[C:2]([Cl:1])=[C:7]([O:8][C:9]2[CH:14]=[CH:13][C:12]([NH:15][C:16]([C:18]3[C:19](=[O:34])[N:20]([C:27]4[CH:32]=[CH:31][C:30]([F:33])=[CH:29][CH:28]=4)[CH:21]=[CH:22][C:23]=3[O:24][CH2:25][CH3:26])=[O:17])=[CH:11][C:10]=2[F:35])[CH:6]=[CH:5][N:4]=1. The catalyst is CC(OC)(C)C.O. (4) The reactants are [N:1]1[CH:6]=[CH:5][CH:4]=[CH:3][C:2]=1[CH:7]1[CH2:11][CH2:10][CH2:9][C:8]1=[O:12].C(O)C.[Na].C(O)(=O)C. The catalyst is C(Cl)Cl.O. The product is [OH:12][CH:8]1[CH2:9][CH2:10][CH2:11][CH:7]1[C:2]1[CH:3]=[CH:4][CH:5]=[CH:6][N:1]=1. The yield is 0.753.